The task is: Predict which catalyst facilitates the given reaction.. This data is from Catalyst prediction with 721,799 reactions and 888 catalyst types from USPTO. Reactant: [Cl:1][C:2]1[CH:3]=[C:4]([C:8]2[C:9]3[N:10]([C:26]([CH2:29][CH3:30])=[CH:27][CH:28]=3)[N:11]=[C:12]([C:20]3[CH:25]=[CH:24][CH:23]=[CH:22][CH:21]=3)[C:13]=2[CH2:14][CH2:15][CH2:16][CH2:17][CH2:18][OH:19])[CH:5]=[CH:6][CH:7]=1.F[B-](F)(F)F.[CH3:36][O+](C)C.C(C1C=C(C)C=C(C(C)(C)C)N=1)(C)(C)C. Product: [Cl:1][C:2]1[CH:3]=[C:4]([C:8]2[C:9]3[N:10]([C:26]([CH2:29][CH3:30])=[CH:27][CH:28]=3)[N:11]=[C:12]([C:20]3[CH:21]=[CH:22][CH:23]=[CH:24][CH:25]=3)[C:13]=2[CH2:14][CH2:15][CH2:16][CH2:17][CH2:18][O:19][CH3:36])[CH:5]=[CH:6][CH:7]=1. The catalyst class is: 26.